From a dataset of Forward reaction prediction with 1.9M reactions from USPTO patents (1976-2016). Predict the product of the given reaction. (1) Given the reactants [NH2:1][C:2]1[CH:7]=[CH:6][C:5]([Cl:8])=[CH:4][N:3]=1.C[Al](C)C.CCCCCC.[O:19]=[C:20]1[CH2:25][O:24][CH2:23][CH2:22][N:21]1[C@H:26]1[CH2:31][CH2:30][C@H:29]([C:32]([NH:34][C:35]2[CH:39]=[CH:38][S:37][C:36]=2[C:40](OC)=[O:41])=[O:33])[CH2:28][CH2:27]1.Cl, predict the reaction product. The product is: [Cl:8][C:5]1[CH:6]=[CH:7][C:2]([NH:1][C:40]([C:36]2[S:37][CH:38]=[CH:39][C:35]=2[NH:34][C:32]([C@H:29]2[CH2:28][CH2:27][C@H:26]([N:21]3[CH2:22][CH2:23][O:24][CH2:25][C:20]3=[O:19])[CH2:31][CH2:30]2)=[O:33])=[O:41])=[N:3][CH:4]=1. (2) Given the reactants [CH:1]1[C:10]2[C:5](=[CH:6][CH:7]=[CH:8][CH:9]=2)[CH:4]=[CH:3][C:2]=1[OH:11], predict the reaction product. The product is: [CH:7]1[CH:6]=[C:5]2[CH:4]=[CH:3][C:2]([OH:11])=[C:1]([C:1]3[C:10]4[C:5](=[CH:6][CH:7]=[CH:8][CH:9]=4)[CH:4]=[CH:3][C:2]=3[OH:11])[C:10]2=[CH:9][CH:8]=1. (3) Given the reactants [Cl:1][C:2]1[CH:3]=[C:4]([NH2:19])[C:5]([NH:8][C:9]2[CH:14]=[CH:13][N:12]=[C:11]([S:15]([CH3:18])(=[O:17])=[O:16])[CH:10]=2)=[CH:6][CH:7]=1.[Cl:20][CH2:21][C:22](OCC)(OCC)OCC, predict the reaction product. The product is: [Cl:1][C:2]1[CH:7]=[CH:6][C:5]2[N:8]([C:9]3[CH:14]=[CH:13][N:12]=[C:11]([S:15]([CH3:18])(=[O:16])=[O:17])[CH:10]=3)[C:22]([CH2:21][Cl:20])=[N:19][C:4]=2[CH:3]=1. (4) Given the reactants [C:1]1([NH:7][C:8]([N:10]2[C:18]3[C:13](=[CH:14][C:15]([NH:19][C:20]4[CH:25]=[CH:24][N:23]=[C:22]([NH2:26])[CH:21]=4)=[CH:16][CH:17]=3)[CH:12]=[CH:11]2)=[O:9])[CH:6]=[CH:5][CH:4]=[CH:3][CH:2]=1.C(N(CC)CC)C.Cl[C:35](OC1C=CC=CC=1)=[O:36].[CH2:44]([N:46]([CH2:51][CH3:52])[CH2:47][CH2:48][CH2:49][NH2:50])[CH3:45], predict the reaction product. The product is: [C:1]1([NH:7][C:8]([N:10]2[C:18]3[C:13](=[CH:14][C:15]([NH:19][C:20]4[CH:25]=[CH:24][N:23]=[C:22]([NH:26][C:35]([NH:50][CH2:49][CH2:48][CH2:47][N:46]([CH2:51][CH3:52])[CH2:44][CH3:45])=[O:36])[CH:21]=4)=[CH:16][CH:17]=3)[CH:12]=[CH:11]2)=[O:9])[CH:2]=[CH:3][CH:4]=[CH:5][CH:6]=1.